Task: Predict the product of the given reaction.. Dataset: Forward reaction prediction with 1.9M reactions from USPTO patents (1976-2016) (1) Given the reactants [O:1]=[C:2]1[CH:7]([N:8]2[C:12](=[O:13])[C:11]3=[CH:14][S:15][CH:16]=[C:10]3[C:9]2=[O:17])[CH2:6][CH2:5][C:4](=[O:18])[NH:3]1.[H-].[Na+].[CH3:21]I.O, predict the reaction product. The product is: [CH3:21][N:3]1[C:4](=[O:18])[CH2:5][CH2:6][CH:7]([N:8]2[C:12](=[O:13])[C:11]3=[CH:14][S:15][CH:16]=[C:10]3[C:9]2=[O:17])[C:2]1=[O:1]. (2) Given the reactants [F:1][C:2]1[CH:3]=[C:4]([C:12]([N:14]([CH2:16][C@H:17]([C:21]2[CH:26]=[CH:25][C:24]([F:27])=[CH:23][CH:22]=2)[CH2:18][CH:19]=C)[CH3:15])=[O:13])[C:5]2[CH2:6][CH2:7][CH2:8][CH2:9][C:10]=2[CH:11]=1.FC1C=CC([C@H](CC=C)CN(C)C(=[O:53])C2C=C(C(F)(F)F)C=C(C(F)(F)F)C=2)=CC=1, predict the reaction product. The product is: [F:1][C:2]1[CH:3]=[C:4]([C:12]([N:14]([CH2:16][C@H:17]([C:21]2[CH:26]=[CH:25][C:24]([F:27])=[CH:23][CH:22]=2)[CH2:18][CH:19]=[O:53])[CH3:15])=[O:13])[C:5]2[CH2:6][CH2:7][CH2:8][CH2:9][C:10]=2[CH:11]=1. (3) The product is: [NH2:54][C:53]1[C:48]2[C:47]([C:23]3[CH:24]=[CH:25][C:20]([CH2:19][NH:18][C:9]4[N:10]=[CH:11][C:12]([C:14]([F:15])([F:17])[F:16])=[CH:13][C:8]=4[C:7]([NH:6][CH2:5][C:4]4[CH:36]=[CH:37][C:38]([F:39])=[C:2]([F:1])[CH:3]=4)=[O:35])=[CH:21][CH:22]=3)=[CH:46][N:45]([CH2:44][CH2:43][CH2:42][N:41]([CH3:40])[CH3:56])[C:49]=2[N:50]=[CH:51][N:52]=1. Given the reactants [F:1][C:2]1[CH:3]=[C:4]([CH:36]=[CH:37][C:38]=1[F:39])[CH2:5][NH:6][C:7](=[O:35])[C:8]1[CH:13]=[C:12]([C:14]([F:17])([F:16])[F:15])[CH:11]=[N:10][C:9]=1[NH:18][CH2:19][C:20]1[CH:25]=[CH:24][C:23](B2OC(C)(C)C(C)(C)O2)=[CH:22][CH:21]=1.[CH3:40][N:41]([CH3:56])[CH2:42][CH2:43][CH2:44][N:45]1[C:49]2[N:50]=[CH:51][N:52]=[C:53]([NH2:54])[C:48]=2[C:47](I)=[CH:46]1.ClCCl.CN(C)C=O.C(=O)(O)[O-].[Na+], predict the reaction product.